From a dataset of Forward reaction prediction with 1.9M reactions from USPTO patents (1976-2016). Predict the product of the given reaction. (1) Given the reactants [CH3:1][O:2][C:3]([CH:5]1[CH2:11][CH2:10][CH:9]2[N:12]([C:13]([O:15][C:16]([CH3:19])([CH3:18])[CH3:17])=[O:14])[CH:6]1[CH2:7][CH2:8]2)=[O:4].I[CH2:21][CH2:22][CH3:23].C[Si]([N-][Si](C)(C)C)(C)C.[K+].C1(C)C=CC=CC=1.[Cl-].[NH4+], predict the reaction product. The product is: [CH3:1][O:2][C:3]([C:5]1([CH2:21][CH2:22][CH3:23])[CH2:11][CH2:10][CH:9]2[N:12]([C:13]([O:15][C:16]([CH3:19])([CH3:18])[CH3:17])=[O:14])[CH:6]1[CH2:7][CH2:8]2)=[O:4]. (2) Given the reactants [CH:1]([C:4]1[CH:9]=[CH:8][C:7]([CH3:10])=[CH:6][C:5]=1[NH:11][C:12]([NH2:14])=[S:13])([CH3:3])[CH3:2].[N:15]([CH2:18][CH2:19][C:20]1[CH:25]=[CH:24][C:23]([C:26]2[N:30]=[CH:29][N:28]([C:31]3[CH:36]=[CH:35][C:34]([O:37][C:38]([F:41])([F:40])[F:39])=[CH:33][CH:32]=3)[N:27]=2)=[CH:22][CH:21]=1)=[C:16]=[O:17].Br[CH:43]([CH3:48])[C:44](OC)=[O:45], predict the reaction product. The product is: [CH:1]([C:4]1[CH:9]=[CH:8][C:7]([CH3:10])=[CH:6][C:5]=1[N:11]1[C:44](=[O:45])[CH:43]([CH3:48])[S:13]/[C:12]/1=[N:14]\[C:16]([NH:15][CH2:18][CH2:19][C:20]1[CH:25]=[CH:24][C:23]([C:26]2[N:30]=[CH:29][N:28]([C:31]3[CH:36]=[CH:35][C:34]([O:37][C:38]([F:40])([F:39])[F:41])=[CH:33][CH:32]=3)[N:27]=2)=[CH:22][CH:21]=1)=[O:17])([CH3:3])[CH3:2]. (3) Given the reactants O[Li].O.[Cl:4][C:5]1[CH:18]=[C:17]([O:19][CH3:20])[CH:16]=[CH:15][C:6]=1[O:7][CH2:8][CH2:9][C:10]([O:12]CC)=[O:11], predict the reaction product. The product is: [Cl:4][C:5]1[CH:18]=[C:17]([O:19][CH3:20])[CH:16]=[CH:15][C:6]=1[O:7][CH2:8][CH2:9][C:10]([OH:12])=[O:11]. (4) Given the reactants [NH2:1][CH2:2][C@H:3]([OH:13])[CH2:4][N:5]1[CH2:10][CH2:9][CH2:8][CH2:7][C@@H:6]1[CH2:11][CH3:12].[C:14]1([S:24](Cl)(=[O:26])=[O:25])[C:23]2C(=CC=[CH:21][CH:22]=2)C=CN=1.C([N:30]([CH2:33][CH3:34])[CH2:31][CH3:32])C.[CH2:35](Cl)Cl, predict the reaction product. The product is: [CH2:11]([C@H:6]1[CH2:7][CH2:8][CH2:9][CH2:10][N:5]1[CH2:4][C@@H:3]([OH:13])[CH2:2][NH:1][S:24]([C:14]1[C:35]2[CH:34]=[CH:33][N:30]=[CH:31][C:32]=2[CH:21]=[CH:22][CH:23]=1)(=[O:25])=[O:26])[CH3:12].